Task: Predict the product of the given reaction.. Dataset: Forward reaction prediction with 1.9M reactions from USPTO patents (1976-2016) (1) The product is: [C:11]([O:10][C:8](=[O:9])[NH:7][C:15]1[C:24]([Cl:25])=[CH:23][CH:22]=[C:21]2[C:16]=1[CH:17]=[CH:18][C:19]([N:28]1[CH2:33][CH2:32][O:31][CH2:30][CH2:29]1)=[N:20]2)([CH3:14])([CH3:13])[CH3:12]. Given the reactants CC(OC(=O)[N:7]([C:15]1[C:24]([Cl:25])=[CH:23][CH:22]=[C:21]2[C:16]=1[CH:17]=[CH:18][C:19](Cl)=[N:20]2)[C:8]([O:10][C:11]([CH3:14])([CH3:13])[CH3:12])=[O:9])(C)C.[NH:28]1[CH2:33][CH2:32][O:31][CH2:30][CH2:29]1, predict the reaction product. (2) Given the reactants [C:1]([N:4]1[C:12]2[C:7](=[CH:8][C:9]([C:13]([OH:15])=O)=[CH:10][CH:11]=2)[CH:6]=[N:5]1)(=[O:3])[CH3:2].C1N=CN(C(N2C=NC=C2)=O)C=1.[CH2:28]([O:30][C:31](=[O:36])[CH2:32]C(O)=O)[CH3:29].CCN(CC)CC.[Mg+2].[Cl-].[Cl-].[K], predict the reaction product. The product is: [C:1]([N:4]1[C:12]2[C:7](=[CH:8][C:9]([C:13](=[O:15])[CH2:32][C:31]([O:30][CH2:28][CH3:29])=[O:36])=[CH:10][CH:11]=2)[CH:6]=[N:5]1)(=[O:3])[CH3:2].